The task is: Predict the reaction yield, written as a fraction of the theoretical maximum amount of product (1.0 means a 100% yield; for example, 0.34 means a 34% yield).. This data is from Reaction yield outcomes from USPTO patents with 853,638 reactions. (1) The reactants are Cl.Cl.[OH:3][C:4]1[CH:5]=[C:6]([C:11]2[N:12]=[C:13]3[C:18](=[N:19][C:20]=2[C:21]2[CH:26]=[CH:25][C:24]([OH:27])=[C:23]([OH:28])[CH:22]=2)[N:17]=[C:16]([NH2:29])[N:15]=[C:14]3[NH2:30])[CH:7]=[CH:8][C:9]=1[OH:10].C([O-])(O)=O.[Na+]. The catalyst is O. The product is [OH:3][C:4]1[CH:5]=[C:6]([C:11]2[N:12]=[C:13]3[C:18](=[N:19][C:20]=2[C:21]2[CH:26]=[CH:25][C:24]([OH:27])=[C:23]([OH:28])[CH:22]=2)[N:17]=[C:16]([NH2:29])[N:15]=[C:14]3[NH2:30])[CH:7]=[CH:8][C:9]=1[OH:10]. The yield is 0.965. (2) The reactants are S(C)C.[N+:4]([C:7]1[CH:8]=[CH:9][C:10]2[O:15][CH2:14][C:13](=O)[NH:12][C:11]=2[CH:17]=1)([O-:6])=[O:5]. The catalyst is C1COCC1. The product is [N+:4]([C:7]1[CH:8]=[CH:9][C:10]2[O:15][CH2:14][CH2:13][NH:12][C:11]=2[CH:17]=1)([O-:6])=[O:5]. The yield is 0.890. (3) The reactants are [Cl:1][C:2]1[C:3]([Cl:23])=[CH:4][C:5]2[C:6]3[CH2:15][CH2:14][N:13]([C:16]([O:18][C:19]([CH3:22])([CH3:21])[CH3:20])=[O:17])[CH2:12][CH2:11][C:7]=3[NH:8][C:9]=2[CH:10]=1.[H-].[Na+].[F:26][C:27]1[CH:36]=[CH:35][C:30]([O:31][CH2:32][CH2:33]Br)=[CH:29][CH:28]=1. The catalyst is CN(C=O)C. The product is [Cl:1][C:2]1[C:3]([Cl:23])=[CH:4][C:5]2[C:6]3[CH2:15][CH2:14][N:13]([C:16]([O:18][C:19]([CH3:20])([CH3:22])[CH3:21])=[O:17])[CH2:12][CH2:11][C:7]=3[N:8]([CH2:33][CH2:32][O:31][C:30]3[CH:35]=[CH:36][C:27]([F:26])=[CH:28][CH:29]=3)[C:9]=2[CH:10]=1. The yield is 0.780. (4) The reactants are C(OC(=O)[NH:10][C@H:11]([C:14]1[CH:19]=[CH:18][C:17]([O:20]CC2C=CC=CC=2)=[CH:16][C:15]=1[O:28][CH3:29])[CH2:12][OH:13])C1C=CC=CC=1. The catalyst is CO.CCOC(C)=O.[Pd]. The product is [NH2:10][C@H:11]([C:14]1[CH:19]=[CH:18][C:17]([OH:20])=[CH:16][C:15]=1[O:28][CH3:29])[CH2:12][OH:13]. The yield is 1.00.